From a dataset of Reaction yield outcomes from USPTO patents with 853,638 reactions. Predict the reaction yield, written as a fraction of the theoretical maximum amount of product (1.0 means a 100% yield; for example, 0.34 means a 34% yield). (1) The reactants are [CH3:1][C:2]1[CH:10]=[C:9]([CH3:11])[CH:8]=[CH:7][C:3]=1[C:4]([NH2:6])=[S:5].Cl[CH:13]([C:17](=O)[CH3:18])[C:14](=[O:16])[CH3:15]. The catalyst is C(O)C. The product is [CH3:1][C:2]1[CH:10]=[C:9]([CH3:11])[CH:8]=[CH:7][C:3]=1[C:4]1[S:5][C:13]([C:14](=[O:16])[CH3:15])=[C:17]([CH3:18])[N:6]=1. The yield is 0.370. (2) The reactants are Br[C:2]1[CH:3]=[CH:4][C:5]([Cl:12])=[C:6]([C:8]([F:11])([F:10])[F:9])[CH:7]=1.[CH2:13]([N:20]1[CH2:25][CH2:24][C:23](=[O:26])[CH2:22][CH2:21]1)[C:14]1[CH:19]=[CH:18][CH:17]=[CH:16][CH:15]=1. The catalyst is C(OCC)C. The product is [CH2:13]([N:20]1[CH2:25][CH2:24][C:23]([C:2]2[CH:3]=[CH:4][C:5]([Cl:12])=[C:6]([C:8]([F:11])([F:10])[F:9])[CH:7]=2)([OH:26])[CH2:22][CH2:21]1)[C:14]1[CH:15]=[CH:16][CH:17]=[CH:18][CH:19]=1. The yield is 0.640. (3) The reactants are [F:1][C:2]1[CH:7]=[CH:6][CH:5]=[C:4]([N:8]=[C:9]=[S:10])[CH:3]=1.[CH3:11][OH:12]. No catalyst specified. The product is [CH3:11][O:12][C:9](=[S:10])[NH:8][C:4]1[CH:5]=[CH:6][CH:7]=[C:2]([F:1])[CH:3]=1. The yield is 0.950. (4) The reactants are [Cl:1][C:2]1[CH:3]=[C:4]2[C:8](=[CH:9][CH:10]=1)[N:7]([CH2:11][C:12]1[CH:19]=[CH:18][C:15]([C:16]#[N:17])=[CH:14][CH:13]=1)[C:6]([C:20]1[CH:21]=[N:22][CH:23]=[CH:24][CH:25]=1)=[C:5]2[CH3:26].[N-:27]=[N+:28]=[N-:29].[Na+].[Cl-].[NH4+].CN(C=[O:37])C. No catalyst specified. The product is [NH4+:7].[OH-:37].[Cl:1][C:2]1[CH:3]=[C:4]2[C:8](=[CH:9][CH:10]=1)[N:7]([CH2:11][C:12]1[CH:13]=[CH:14][C:15]([C:16]3[N:27]=[N:28][NH:29][N:17]=3)=[CH:18][CH:19]=1)[C:6]([C:20]1[CH:21]=[N:22][CH:23]=[CH:24][CH:25]=1)=[C:5]2[CH3:26]. The yield is 0.00100. (5) The reactants are [Br:1][C:2]1[CH:3]=[C:4](/[CH:7]=[CH:8]/[C:9](Cl)=[O:10])[O:5][CH:6]=1.[N-:12]=[N+:13]=[N-:14].[Na+].C(OCC)(=O)C. The catalyst is O1CCOCC1.O. The product is [Br:1][C:2]1[CH:3]=[C:4](/[CH:7]=[CH:8]/[C:9]([N:12]=[N+:13]=[N-:14])=[O:10])[O:5][CH:6]=1. The yield is 0.970. (6) The reactants are C1C=CC(P(C2C=CC3C(=CC=CC=3)C=2C2C3C(=CC=CC=3)C=CC=2P(C2C=CC=CC=2)C2C=CC=CC=2)C2C=CC=CC=2)=CC=1.[Cl:47][C:48]1[CH:53]=[CH:52][C:51](B(O)O)=[CH:50][C:49]=1[F:57].CO.[CH2:60]([N:67]1[CH2:71][CH:70]=[C:69]([C:72](=[O:74])[CH3:73])[CH2:68]1)[C:61]1[CH:66]=[CH:65][CH:64]=[CH:63][CH:62]=1. The catalyst is O. The product is [CH2:60]([N:67]1[CH2:71][C@H:70]([C:51]2[CH:52]=[CH:53][C:48]([Cl:47])=[C:49]([F:57])[CH:50]=2)[C@@H:69]([C:72](=[O:74])[CH3:73])[CH2:68]1)[C:61]1[CH:66]=[CH:65][CH:64]=[CH:63][CH:62]=1. The yield is 0.330. (7) The reactants are [Br:1][C:2]1[C:10]2[O:9][CH:8]([CH2:11][OH:12])[CH2:7][C:6]=2[CH:5]=[C:4]([C:13]([F:16])([F:15])[F:14])[CH:3]=1.[C:17]1([CH3:27])[CH:22]=[CH:21][C:20]([S:23](Cl)(=[O:25])=[O:24])=[CH:19][CH:18]=1.CC1C=CC(S(OCC2CC3C(C(F)(F)F)=CC=C(Cl)C=3O2)(=O)=O)=CC=1. No catalyst specified. The product is [CH3:27][C:17]1[CH:22]=[CH:21][C:20]([S:23]([O:12][CH2:11][CH:8]2[CH2:7][C:6]3[CH:5]=[C:4]([C:13]([F:16])([F:14])[F:15])[CH:3]=[C:2]([Br:1])[C:10]=3[O:9]2)(=[O:25])=[O:24])=[CH:19][CH:18]=1. The yield is 0.700.